This data is from NCI-60 drug combinations with 297,098 pairs across 59 cell lines. The task is: Regression. Given two drug SMILES strings and cell line genomic features, predict the synergy score measuring deviation from expected non-interaction effect. (1) Drug 1: CN1C(=O)N2C=NC(=C2N=N1)C(=O)N. Drug 2: C(CCl)NC(=O)N(CCCl)N=O. Cell line: OVCAR3. Synergy scores: CSS=5.20, Synergy_ZIP=0.880, Synergy_Bliss=5.94, Synergy_Loewe=2.55, Synergy_HSA=2.84. (2) Drug 1: CC1OCC2C(O1)C(C(C(O2)OC3C4COC(=O)C4C(C5=CC6=C(C=C35)OCO6)C7=CC(=C(C(=C7)OC)O)OC)O)O. Drug 2: CC=C1C(=O)NC(C(=O)OC2CC(=O)NC(C(=O)NC(CSSCCC=C2)C(=O)N1)C(C)C)C(C)C. Cell line: MOLT-4. Synergy scores: CSS=83.6, Synergy_ZIP=2.28, Synergy_Bliss=0.939, Synergy_Loewe=-0.878, Synergy_HSA=2.05. (3) Synergy scores: CSS=24.1, Synergy_ZIP=-3.36, Synergy_Bliss=-2.08, Synergy_Loewe=-27.1, Synergy_HSA=-3.25. Cell line: IGROV1. Drug 2: CN1C(=O)N2C=NC(=C2N=N1)C(=O)N. Drug 1: C1=NC2=C(N1)C(=S)N=C(N2)N. (4) Drug 1: CCC1(CC2CC(C3=C(CCN(C2)C1)C4=CC=CC=C4N3)(C5=C(C=C6C(=C5)C78CCN9C7C(C=CC9)(C(C(C8N6C=O)(C(=O)OC)O)OC(=O)C)CC)OC)C(=O)OC)O.OS(=O)(=O)O. Drug 2: CNC(=O)C1=NC=CC(=C1)OC2=CC=C(C=C2)NC(=O)NC3=CC(=C(C=C3)Cl)C(F)(F)F. Cell line: T-47D. Synergy scores: CSS=-6.74, Synergy_ZIP=-0.370, Synergy_Bliss=-9.26, Synergy_Loewe=-7.07, Synergy_HSA=-10.3. (5) Drug 1: CCC1=CC2CC(C3=C(CN(C2)C1)C4=CC=CC=C4N3)(C5=C(C=C6C(=C5)C78CCN9C7C(C=CC9)(C(C(C8N6C)(C(=O)OC)O)OC(=O)C)CC)OC)C(=O)OC.C(C(C(=O)O)O)(C(=O)O)O. Drug 2: CCC1(CC2CC(C3=C(CCN(C2)C1)C4=CC=CC=C4N3)(C5=C(C=C6C(=C5)C78CCN9C7C(C=CC9)(C(C(C8N6C)(C(=O)OC)O)OC(=O)C)CC)OC)C(=O)OC)O.OS(=O)(=O)O. Cell line: OVCAR-5. Synergy scores: CSS=55.3, Synergy_ZIP=-6.89, Synergy_Bliss=-0.735, Synergy_Loewe=-15.9, Synergy_HSA=0.524. (6) Drug 1: CC12CCC(CC1=CCC3C2CCC4(C3CC=C4C5=CN=CC=C5)C)O. Cell line: T-47D. Drug 2: C1C(C(OC1N2C=NC3=C2NC=NCC3O)CO)O. Synergy scores: CSS=9.58, Synergy_ZIP=0.547, Synergy_Bliss=4.83, Synergy_Loewe=-0.685, Synergy_HSA=4.52. (7) Drug 1: C1C(C(OC1N2C=C(C(=O)NC2=O)F)CO)O. Drug 2: C1CCC(C(C1)N)N.C(=O)(C(=O)[O-])[O-].[Pt+4]. Cell line: CAKI-1. Synergy scores: CSS=28.9, Synergy_ZIP=-5.03, Synergy_Bliss=-4.32, Synergy_Loewe=-0.589, Synergy_HSA=-0.137.